From a dataset of Reaction yield outcomes from USPTO patents with 853,638 reactions. Predict the reaction yield, written as a fraction of the theoretical maximum amount of product (1.0 means a 100% yield; for example, 0.34 means a 34% yield). (1) The reactants are [N:1]12[CH2:8][CH2:7][C:4]([C:9]([C:17]3[CH:22]=[CH:21][CH:20]=[CH:19][CH:18]=3)([C:11]3[CH:16]=[CH:15][CH:14]=[CH:13][CH:12]=3)[OH:10])([CH2:5][CH2:6]1)[CH2:3][CH2:2]2.[CH3:23][C:24]1[CH:29]=[CH:28][CH:27]=[CH:26][C:25]=1[O:30][CH2:31][CH2:32][CH2:33][Br:34]. The catalyst is CC#N. The product is [Br-:34].[OH:10][C:9]([C:17]1[CH:22]=[CH:21][CH:20]=[CH:19][CH:18]=1)([C:11]1[CH:12]=[CH:13][CH:14]=[CH:15][CH:16]=1)[C:4]12[CH2:5][CH2:6][N+:1]([CH2:33][CH2:32][CH2:31][O:30][C:25]3[CH:26]=[CH:27][CH:28]=[CH:29][C:24]=3[CH3:23])([CH2:2][CH2:3]1)[CH2:8][CH2:7]2. The yield is 0.765. (2) The reactants are C[O:2][C:3]1[C:8]([C:9]2[CH:14]=[CH:13][C:12]([O:15][C:16]3[CH:21]=[CH:20][N:19]=[C:18]([C:22]4[CH:23]=[N:24][N:25]([CH3:27])[CH:26]=4)[CH:17]=3)=[C:11]([CH3:28])[N:10]=2)=[CH:7][N:6]=[C:5]([N:29]([CH3:31])[CH3:30])[N:4]=1.Br. The catalyst is C(O)(=O)C. The product is [CH3:30][N:29]([CH3:31])[C:5]1[NH:4][C:3](=[O:2])[C:8]([C:9]2[CH:14]=[CH:13][C:12]([O:15][C:16]3[CH:21]=[CH:20][N:19]=[C:18]([C:22]4[CH:23]=[N:24][N:25]([CH3:27])[CH:26]=4)[CH:17]=3)=[C:11]([CH3:28])[N:10]=2)=[CH:7][N:6]=1. The yield is 0.710. (3) The reactants are O1CCCC1.[CH3:6][C:7]1[CH:23]=[CH:22][C:10]([CH2:11][C:12]2[S:16][C:15]([CH2:17][C:18](Cl)=[N:19][OH:20])=[CH:14][CH:13]=2)=[CH:9][CH:8]=1.[C:24]([C:26]1[C:27]([NH2:33])=[N:28][C:29]([NH2:32])=[CH:30][CH:31]=1)#[CH:25].C(N(CC)CC)C. The catalyst is O. The product is [CH3:6][C:7]1[CH:23]=[CH:22][C:10]([CH2:11][C:12]2[S:16][C:15]([CH2:17][C:18]3[CH:25]=[C:24]([C:26]4[C:27]([NH2:33])=[N:28][C:29]([NH2:32])=[CH:30][CH:31]=4)[O:20][N:19]=3)=[CH:14][CH:13]=2)=[CH:9][CH:8]=1. The yield is 0.352. (4) The reactants are F[C:2]1[CH:11]=[CH:10][C:5]([C:6]([O:8][CH3:9])=[O:7])=[CH:4][C:3]=1[N+:12]([O-:14])=[O:13].[NH:15]1[CH2:20][CH2:19][CH2:18][CH2:17][CH:16]1[C:21]([O:23][CH3:24])=[O:22].C([O-])([O-])=O.[Cs+].[Cs+]. The catalyst is CN(C=O)C. The product is [CH3:9][O:8][C:6]([C:5]1[CH:10]=[CH:11][C:2]([N:15]2[CH2:20][CH2:19][CH2:18][CH2:17][CH:16]2[C:21]([O:23][CH3:24])=[O:22])=[C:3]([N+:12]([O-:14])=[O:13])[CH:4]=1)=[O:7]. The yield is 0.900. (5) The reactants are [OH-].[Na+].[NH2:3][C:4]1[C:9]2=[C:10]([C:18]3[CH:23]=[CH:22][C:21]([NH2:24])=[C:20]([F:25])[CH:19]=3)[C:11]([C:13]([O:15]CC)=[O:14])=[CH:12][N:8]2[N:7]=[CH:6][N:5]=1.Cl. The catalyst is C1COCC1.C(O)C. The product is [NH2:3][C:4]1[C:9]2=[C:10]([C:18]3[CH:23]=[CH:22][C:21]([NH2:24])=[C:20]([F:25])[CH:19]=3)[C:11]([C:13]([OH:15])=[O:14])=[CH:12][N:8]2[N:7]=[CH:6][N:5]=1. The yield is 0.990. (6) The reactants are [NH:1]1[CH2:7][CH2:6][CH2:5][C:4](=[O:8])[C:3]2[CH:9]=[CH:10][CH:11]=[CH:12][C:2]1=2.[C:13](Cl)(=[O:20])[C:14]1[CH:19]=[CH:18][CH:17]=[CH:16][CH:15]=1. The catalyst is ClCCl.C(N(CC)CC)C.CCOC(C)=O. The product is [C:13]([N:1]1[CH2:7][CH2:6][CH2:5][C:4](=[O:8])[C:3]2[CH:9]=[CH:10][CH:11]=[CH:12][C:2]1=2)(=[O:20])[C:14]1[CH:19]=[CH:18][CH:17]=[CH:16][CH:15]=1. The yield is 0.560. (7) The reactants are C(O[C:4]([NH:6][C:7]1[CH:12]=[CH:11][CH:10]=[CH:9][C:8]=1[C:13]1[CH:18]=[CH:17][CH:16]=[CH:15][C:14]=1[CH3:19])=O)C.[OH2:20]. No catalyst specified. The product is [CH3:19][C:14]1[C:13]2[C:18](=[CH:4][N:6]=[C:7]3[C:8]=2[C:9](=[O:20])[CH2:10][CH:11]=[CH:12]3)[CH:17]=[CH:16][CH:15]=1. The yield is 0.650.